This data is from Catalyst prediction with 721,799 reactions and 888 catalyst types from USPTO. The task is: Predict which catalyst facilitates the given reaction. (1) Reactant: [N:1]1([C:7](Cl)=[O:8])[CH2:6][CH2:5][O:4][CH2:3][CH2:2]1.[CH3:10][CH:11]1[CH2:15][CH2:14][CH2:13][N:12]1[CH2:16][CH2:17][CH2:18][O:19][C:20]1[CH:25]=[CH:24][C:23]([C:26]2[S:27][C:28]3[CH2:34][CH2:33][NH:32][CH2:31][CH2:30][C:29]=3[N:35]=2)=[CH:22][CH:21]=1.C(N(CC)CC)C.C(=O)([O-])[O-].[K+].[K+]. Product: [CH3:10][CH:11]1[CH2:15][CH2:14][CH2:13][N:12]1[CH2:16][CH2:17][CH2:18][O:19][C:20]1[CH:21]=[CH:22][C:23]([C:26]2[S:27][C:28]3[CH2:34][CH2:33][N:32]([C:7]([N:1]4[CH2:6][CH2:5][O:4][CH2:3][CH2:2]4)=[O:8])[CH2:31][CH2:30][C:29]=3[N:35]=2)=[CH:24][CH:25]=1. The catalyst class is: 4. (2) Reactant: [Cl:1][C:2]1[CH:3]=[C:4]([CH:9]=[C:10]([Cl:21])[C:11]=1[O:12][C:13]1[CH:18]=[CH:17][C:16]([O:19]C)=[CH:15][CH:14]=1)[C:5]([O:7]C)=[O:6].B(Br)(Br)Br. The catalyst class is: 2. Product: [Cl:1][C:2]1[CH:3]=[C:4]([CH:9]=[C:10]([Cl:21])[C:11]=1[O:12][C:13]1[CH:18]=[CH:17][C:16]([OH:19])=[CH:15][CH:14]=1)[C:5]([OH:7])=[O:6]. (3) Reactant: [NH2:1][C:2]1[CH:9]=[C:8]([Cl:10])[CH:7]=[CH:6][C:3]=1[C:4]#[N:5].C1C(=O)N([Br:18])C(=O)C1. Product: [NH2:1][C:2]1[CH:9]=[C:8]([Cl:10])[C:7]([Br:18])=[CH:6][C:3]=1[C:4]#[N:5]. The catalyst class is: 2. (4) Reactant: [O:1]1[C:5]2[CH:6]=[CH:7][CH:8]=[CH:9][C:4]=2[N:3]=[C:2]1[C:10]1[CH:11]=[N:12][N:13]([CH2:15][CH2:16][C@@:17]([CH3:32])([S:28]([CH3:31])(=[O:30])=[O:29])[C:18]([NH:20][O:21]C2CCCCO2)=[O:19])[CH:14]=1.Cl. Product: [O:1]1[C:5]2[CH:6]=[CH:7][CH:8]=[CH:9][C:4]=2[N:3]=[C:2]1[C:10]1[CH:11]=[N:12][N:13]([CH2:15][CH2:16][C@@:17]([CH3:32])([S:28]([CH3:31])(=[O:30])=[O:29])[C:18]([NH:20][OH:21])=[O:19])[CH:14]=1. The catalyst class is: 14. (5) Reactant: [C:1]([N:4]1[CH2:9][CH2:8][N:7]([CH2:10][CH2:11][N:12]([C:20]2[N:21]=[N:22][N:23]([CH2:25][C:26]3[CH:31]=[CH:30][C:29]([Cl:32])=[C:28]([Cl:33])[CH:27]=3)[CH:24]=2)C(=O)OC(C)(C)C)[CH2:6][CH2:5]1)(=[O:3])[CH3:2].C(O)(C(F)(F)F)=O. Product: [Cl:33][C:28]1[CH:27]=[C:26]([CH:31]=[CH:30][C:29]=1[Cl:32])[CH2:25][N:23]1[CH:24]=[C:20]([NH:12][CH2:11][CH2:10][N:7]2[CH2:6][CH2:5][N:4]([C:1](=[O:3])[CH3:2])[CH2:9][CH2:8]2)[N:21]=[N:22]1. The catalyst class is: 2. (6) Reactant: C(OC(=O)[N:7]([N:22]1[CH2:27][CH2:26][N:25]([CH2:28][CH2:29][O:30][CH3:31])[CH2:24][CH2:23]1)[C:8]([C:10]1[CH:11]=[N:12][C:13]([C:16]2[CH:21]=[CH:20][CH:19]=[CH:18][CH:17]=2)=[N:14][CH:15]=1)=[O:9])(C)(C)C.[H-].[Na+].IC. Product: [CH3:31][O:30][CH2:29][CH2:28][N:25]1[CH2:24][CH2:23][N:22]([NH:7][C:8]([C:10]2[CH:15]=[N:14][C:13]([C:16]3[CH:21]=[CH:20][CH:19]=[CH:18][CH:17]=3)=[N:12][CH:11]=2)=[O:9])[CH2:27][CH2:26]1. The catalyst class is: 3.